From a dataset of Forward reaction prediction with 1.9M reactions from USPTO patents (1976-2016). Predict the product of the given reaction. The product is: [C:11]([C:7]1[CH:8]=[C:9]([Cl:18])[CH:10]=[C:5]([C:1]([CH3:4])([CH3:3])[CH3:2])[C:6]=1[OH:15])([CH3:14])([CH3:13])[CH3:12]. Given the reactants [C:1]([C:5]1[CH:10]=[CH:9][CH:8]=[C:7]([C:11]([CH3:14])([CH3:13])[CH3:12])[C:6]=1[OH:15])([CH3:4])([CH3:3])[CH3:2].C=O.[ClH:18], predict the reaction product.